This data is from Forward reaction prediction with 1.9M reactions from USPTO patents (1976-2016). The task is: Predict the product of the given reaction. (1) The product is: [Cl:33][CH2:8][C:7]1[CH:6]=[CH:5][C:4]([N:10]2[C:14]([CH3:16])([CH3:15])[C:13](=[O:17])[N:12]([C:18]3[CH:25]=[CH:24][C:21]([C:22]#[N:23])=[C:20]([C:26]([F:29])([F:28])[F:27])[CH:19]=3)[C:11]2=[S:30])=[CH:3][C:2]=1[F:1]. Given the reactants [F:1][C:2]1[CH:3]=[C:4]([N:10]2[C:14]([CH3:16])([CH3:15])[C:13](=[O:17])[N:12]([C:18]3[CH:25]=[CH:24][C:21]([C:22]#[N:23])=[C:20]([C:26]([F:29])([F:28])[F:27])[CH:19]=3)[C:11]2=[S:30])[CH:5]=[CH:6][C:7]=1[CH2:8]O.S(Cl)([Cl:33])=O, predict the reaction product. (2) Given the reactants [OH:1][C:2]1[CH:3]=[C:4]([NH:9][C:10]2[C:19]3[C:14](=[CH:15][C:16]([O:22][CH2:23][CH2:24][O:25][CH3:26])=[C:17]([O:20][CH3:21])[CH:18]=3)[N:13]=[CH:12][C:11]=2[C:27]#[N:28])[CH:5]=[CH:6][C:7]=1[CH3:8].C(=O)([O-])[O-:30].[Na+].[Na+].[OH-].[Na+].[O]N(S(=O)([O-])=O)S(=O)([O-])=O.[K+].[K+], predict the reaction product. The product is: [CH3:21][O:20][C:17]1[CH:18]=[C:19]2[C:14](=[CH:15][C:16]=1[O:22][CH2:23][CH2:24][O:25][CH3:26])[N:13]=[CH:12][C:11]([C:27]#[N:28])=[C:10]2[NH:9][C:4]1[C:5](=[O:30])[CH:6]=[C:7]([CH3:8])[C:2](=[O:1])[CH:3]=1. (3) Given the reactants C(NC(C)C)(C)C.C([Li])CCC.[C:13]([O:17][C:18]([CH:20]1[CH2:22][CH2:21]1)=[O:19])([CH3:16])([CH3:15])[CH3:14].I[CH2:24][C:25]1[CH:26]=[CH:27][C:28]([O:31][CH2:32][CH2:33][C:34]2[N:35]=[C:36]([C:40]3[CH:45]=[CH:44][CH:43]=[CH:42][CH:41]=3)[O:37][C:38]=2[CH3:39])=[N:29][CH:30]=1.[I-], predict the reaction product. The product is: [C:13]([O:17][C:18]([C:20]1([CH2:24][C:25]2[CH:30]=[N:29][C:28]([O:31][CH2:32][CH2:33][C:34]3[N:35]=[C:36]([C:40]4[CH:45]=[CH:44][CH:43]=[CH:42][CH:41]=4)[O:37][C:38]=3[CH3:39])=[CH:27][CH:26]=2)[CH2:22][CH2:21]1)=[O:19])([CH3:16])([CH3:15])[CH3:14]. (4) Given the reactants [C:1]([O:5][C:6](=[O:17])[NH:7][C:8]1[CH:13]=[CH:12][C:11]([N+:14]([O-])=O)=[CH:10][N:9]=1)([CH3:4])([CH3:3])[CH3:2], predict the reaction product. The product is: [NH2:14][C:11]1[CH:12]=[CH:13][C:8]([NH:7][C:6](=[O:17])[O:5][C:1]([CH3:3])([CH3:2])[CH3:4])=[N:9][CH:10]=1. (5) Given the reactants Cl.Cl.Cl.[NH:4]1[C:12]2[C:7](=[CH:8][C:9]([NH:13][C:14]3[C:15]4[CH:22]=[C:21]([C:23]5[CH2:24][CH2:25][NH:26][CH2:27][CH:28]=5)[NH:20][C:16]=4[N:17]=[CH:18][N:19]=3)=[CH:10][CH:11]=2)[CH:6]=[N:5]1.[C:29]1([CH2:35][C:36](Cl)=[O:37])[CH:34]=[CH:33][CH:32]=[CH:31][CH:30]=1.CCN(C(C)C)C(C)C.CO, predict the reaction product. The product is: [NH:4]1[C:12]2[C:7](=[CH:8][C:9]([NH:13][C:14]3[C:15]4[CH:22]=[C:21]([C:23]5[CH2:24][CH2:25][N:26]([C:36](=[O:37])[CH2:35][C:29]6[CH:34]=[CH:33][CH:32]=[CH:31][CH:30]=6)[CH2:27][CH:28]=5)[NH:20][C:16]=4[N:17]=[CH:18][N:19]=3)=[CH:10][CH:11]=2)[CH:6]=[N:5]1.